This data is from NCI-60 drug combinations with 297,098 pairs across 59 cell lines. The task is: Regression. Given two drug SMILES strings and cell line genomic features, predict the synergy score measuring deviation from expected non-interaction effect. (1) Drug 1: C1CC(=O)NC(=O)C1N2CC3=C(C2=O)C=CC=C3N. Drug 2: CN1C(=O)N2C=NC(=C2N=N1)C(=O)N. Cell line: SK-OV-3. Synergy scores: CSS=1.41, Synergy_ZIP=-0.0815, Synergy_Bliss=0.971, Synergy_Loewe=-1.46, Synergy_HSA=-0.764. (2) Drug 1: C1=CC(=CC=C1CC(C(=O)O)N)N(CCCl)CCCl.Cl. Drug 2: CC1=CC=C(C=C1)C2=CC(=NN2C3=CC=C(C=C3)S(=O)(=O)N)C(F)(F)F. Cell line: UACC62. Synergy scores: CSS=9.59, Synergy_ZIP=-1.31, Synergy_Bliss=0.956, Synergy_Loewe=-6.92, Synergy_HSA=-0.217. (3) Drug 1: CC1C(C(CC(O1)OC2CC(OC(C2O)C)OC3=CC4=CC5=C(C(=O)C(C(C5)C(C(=O)C(C(C)O)O)OC)OC6CC(C(C(O6)C)O)OC7CC(C(C(O7)C)O)OC8CC(C(C(O8)C)O)(C)O)C(=C4C(=C3C)O)O)O)O. Drug 2: C1CN(CCN1C(=O)CCBr)C(=O)CCBr. Cell line: CCRF-CEM. Synergy scores: CSS=68.9, Synergy_ZIP=-2.43, Synergy_Bliss=-0.942, Synergy_Loewe=-3.81, Synergy_HSA=0.363. (4) Cell line: OVCAR-5. Synergy scores: CSS=22.9, Synergy_ZIP=-2.02, Synergy_Bliss=-2.17, Synergy_Loewe=-27.8, Synergy_HSA=-3.24. Drug 2: CC1C(C(CC(O1)OC2CC(CC3=C2C(=C4C(=C3O)C(=O)C5=CC=CC=C5C4=O)O)(C(=O)C)O)N)O. Drug 1: CNC(=O)C1=CC=CC=C1SC2=CC3=C(C=C2)C(=NN3)C=CC4=CC=CC=N4.